This data is from Full USPTO retrosynthesis dataset with 1.9M reactions from patents (1976-2016). The task is: Predict the reactants needed to synthesize the given product. Given the product [Cl:1][C:2]1[CH:3]=[CH:4][C:5]([C:8]2[N:9]([CH2:22][C@H:23]([OH:28])[C:24]([F:25])([F:27])[F:26])[C:10](=[O:21])[N:11]([CH2:13][C:14]3[N:18]=[C:17]([CH2:19][OH:20])[N:16]([C:34]4[CH:33]=[CH:32][CH:31]=[C:30]([Cl:29])[CH:35]=4)[N:15]=3)[N:12]=2)=[CH:6][CH:7]=1, predict the reactants needed to synthesize it. The reactants are: [Cl:1][C:2]1[CH:7]=[CH:6][C:5]([C:8]2[N:9]([CH2:22][C@H:23]([OH:28])[C:24]([F:27])([F:26])[F:25])[C:10](=[O:21])[N:11]([CH2:13][C:14]3[N:18]=[C:17]([CH2:19][OH:20])[NH:16][N:15]=3)[N:12]=2)=[CH:4][CH:3]=1.[Cl:29][C:30]1[CH:31]=[C:32](B(O)O)[CH:33]=[CH:34][CH:35]=1.B(O)O.